Task: Regression. Given two drug SMILES strings and cell line genomic features, predict the synergy score measuring deviation from expected non-interaction effect.. Dataset: NCI-60 drug combinations with 297,098 pairs across 59 cell lines (1) Drug 1: COC1=C(C=C2C(=C1)N=CN=C2NC3=CC(=C(C=C3)F)Cl)OCCCN4CCOCC4. Cell line: MDA-MB-231. Drug 2: C1CCC(C(C1)N)N.C(=O)(C(=O)[O-])[O-].[Pt+4]. Synergy scores: CSS=14.4, Synergy_ZIP=-5.47, Synergy_Bliss=-4.97, Synergy_Loewe=-3.38, Synergy_HSA=-2.38. (2) Drug 1: CCCS(=O)(=O)NC1=C(C(=C(C=C1)F)C(=O)C2=CNC3=C2C=C(C=N3)C4=CC=C(C=C4)Cl)F. Drug 2: CCC1(CC2CC(C3=C(CCN(C2)C1)C4=CC=CC=C4N3)(C5=C(C=C6C(=C5)C78CCN9C7C(C=CC9)(C(C(C8N6C=O)(C(=O)OC)O)OC(=O)C)CC)OC)C(=O)OC)O.OS(=O)(=O)O. Cell line: HCT116. Synergy scores: CSS=54.4, Synergy_ZIP=10.3, Synergy_Bliss=8.18, Synergy_Loewe=-29.2, Synergy_HSA=5.61. (3) Drug 2: CCN(CC)CCCC(C)NC1=C2C=C(C=CC2=NC3=C1C=CC(=C3)Cl)OC. Cell line: SK-OV-3. Drug 1: C1=NC2=C(N1)C(=S)N=C(N2)N. Synergy scores: CSS=38.9, Synergy_ZIP=-4.59, Synergy_Bliss=-0.855, Synergy_Loewe=-1.94, Synergy_HSA=0.658. (4) Drug 1: CNC(=O)C1=CC=CC=C1SC2=CC3=C(C=C2)C(=NN3)C=CC4=CC=CC=N4. Drug 2: COC1=CC(=CC(=C1O)OC)C2C3C(COC3=O)C(C4=CC5=C(C=C24)OCO5)OC6C(C(C7C(O6)COC(O7)C8=CC=CS8)O)O. Cell line: IGROV1. Synergy scores: CSS=25.8, Synergy_ZIP=-5.31, Synergy_Bliss=-0.145, Synergy_Loewe=-12.1, Synergy_HSA=-0.0498. (5) Drug 1: CC1C(C(CC(O1)OC2CC(CC3=C2C(=C4C(=C3O)C(=O)C5=C(C4=O)C(=CC=C5)OC)O)(C(=O)CO)O)N)O.Cl. Drug 2: CC12CCC3C(C1CCC2O)C(CC4=C3C=CC(=C4)O)CCCCCCCCCS(=O)CCCC(C(F)(F)F)(F)F. Cell line: M14. Synergy scores: CSS=21.8, Synergy_ZIP=-16.0, Synergy_Bliss=-24.0, Synergy_Loewe=-28.5, Synergy_HSA=-20.2. (6) Drug 1: CN(C)N=NC1=C(NC=N1)C(=O)N. Drug 2: N.N.Cl[Pt+2]Cl. Cell line: SK-MEL-5. Synergy scores: CSS=-0.873, Synergy_ZIP=0.327, Synergy_Bliss=0.367, Synergy_Loewe=-6.61, Synergy_HSA=-4.12. (7) Drug 1: CC1C(C(CC(O1)OC2CC(OC(C2O)C)OC3=CC4=CC5=C(C(=O)C(C(C5)C(C(=O)C(C(C)O)O)OC)OC6CC(C(C(O6)C)O)OC7CC(C(C(O7)C)O)OC8CC(C(C(O8)C)O)(C)O)C(=C4C(=C3C)O)O)O)O. Drug 2: CCC1(CC2CC(C3=C(CCN(C2)C1)C4=CC=CC=C4N3)(C5=C(C=C6C(=C5)C78CCN9C7C(C=CC9)(C(C(C8N6C)(C(=O)OC)O)OC(=O)C)CC)OC)C(=O)OC)O.OS(=O)(=O)O. Cell line: HOP-92. Synergy scores: CSS=16.8, Synergy_ZIP=1.41, Synergy_Bliss=1.62, Synergy_Loewe=-2.02, Synergy_HSA=0.0687. (8) Drug 1: CCN(CC)CCNC(=O)C1=C(NC(=C1C)C=C2C3=C(C=CC(=C3)F)NC2=O)C. Drug 2: CC1=C(C(=CC=C1)Cl)NC(=O)C2=CN=C(S2)NC3=CC(=NC(=N3)C)N4CCN(CC4)CCO. Cell line: HT29. Synergy scores: CSS=80.9, Synergy_ZIP=16.6, Synergy_Bliss=16.8, Synergy_Loewe=24.6, Synergy_HSA=28.4. (9) Drug 1: CS(=O)(=O)C1=CC(=C(C=C1)C(=O)NC2=CC(=C(C=C2)Cl)C3=CC=CC=N3)Cl. Drug 2: B(C(CC(C)C)NC(=O)C(CC1=CC=CC=C1)NC(=O)C2=NC=CN=C2)(O)O. Cell line: SF-295. Synergy scores: CSS=3.26, Synergy_ZIP=-3.98, Synergy_Bliss=-6.51, Synergy_Loewe=-4.49, Synergy_HSA=-4.76.